Dataset: Reaction yield outcomes from USPTO patents with 853,638 reactions. Task: Predict the reaction yield, written as a fraction of the theoretical maximum amount of product (1.0 means a 100% yield; for example, 0.34 means a 34% yield). (1) The reactants are C(OC(=O)[NH:7][CH:8]1[CH2:13][CH2:12][N:11]([C:14](=[O:45])[CH:15]([N:22]2[C:26]3[CH:27]=[C:28]([C:31]#[N:32])[CH:29]=[CH:30][C:25]=3[N:24]([S:33]([C:36]3[CH:41]=[CH:40][C:39]([O:42][CH3:43])=[CH:38][CH:37]=3)(=[O:35])=[O:34])[C:23]2=[O:44])[C:16]2[CH:21]=[CH:20][CH:19]=[CH:18][CH:17]=2)[CH2:10][CH2:9]1)(C)(C)C.FC(F)(F)C(O)=O. The catalyst is C(Cl)Cl. The product is [NH2:7][CH:8]1[CH2:9][CH2:10][N:11]([C:14](=[O:45])[CH:15]([N:22]2[C:26]3[CH:27]=[C:28]([C:31]#[N:32])[CH:29]=[CH:30][C:25]=3[N:24]([S:33]([C:36]3[CH:37]=[CH:38][C:39]([O:42][CH3:43])=[CH:40][CH:41]=3)(=[O:34])=[O:35])[C:23]2=[O:44])[C:16]2[CH:21]=[CH:20][CH:19]=[CH:18][CH:17]=2)[CH2:12][CH2:13]1. The yield is 0.830. (2) The reactants are [Cl:1][C:2]1[CH:10]=[CH:9][C:8](F)=[CH:7][C:3]=1[C:4]([NH2:6])=[O:5].[NH:12]1[CH2:16][CH:15]=[CH:14][CH2:13]1. The catalyst is CN(C=O)C. The product is [Cl:1][C:2]1[CH:10]=[CH:9][C:8]([N:12]2[CH2:16][CH:15]=[CH:14][CH2:13]2)=[CH:7][C:3]=1[C:4]([NH2:6])=[O:5]. The yield is 0.220. (3) The reactants are [Cl:1][C:2]1[C:3]([C:12]2[CH:17]=[CH:16][C:15]([NH2:18])=[CH:14][CH:13]=2)=[CH:4][C:5]2[O:9][C:8]([CH3:10])=[N:7][C:6]=2[CH:11]=1.[F:19][C:20]1[CH:28]=[CH:27][CH:26]=[CH:25][C:21]=1[C:22](Cl)=[O:23].CCN(C(C)C)C(C)C.C([O-])(O)=O.[Na+].C(Cl)Cl. The catalyst is CN(C1C=CN=CC=1)C.C(Cl)Cl. The product is [Cl:1][C:2]1[C:3]([C:12]2[CH:17]=[CH:16][C:15]([NH:18][C:22]([C:21]3[CH:25]=[CH:26][CH:27]=[CH:28][C:20]=3[F:19])=[O:23])=[CH:14][CH:13]=2)=[CH:4][C:5]2[O:9][C:8]([CH3:10])=[N:7][C:6]=2[CH:11]=1. The yield is 0.575. (4) The reactants are [Br:1][C:2]1[CH:3]=[N:4][N:5]([CH3:16])[C:6]=1[C:7]1[CH:8]=[C:9]([C:13]([OH:15])=O)[S:10][C:11]=1[Cl:12].[NH2:17][C@@H:18]([CH2:31][C:32]1[CH:37]=[CH:36][C:35]([F:38])=[CH:34][CH:33]=1)[CH2:19][N:20]1[C:28](=[O:29])[C:27]2[C:22](=[CH:23][CH:24]=[CH:25][CH:26]=2)[C:21]1=[O:30].CC(OC(N[C@H](C(O)=O)CC1C=CC=CC=1C(F)(F)F)=O)(C)C.C1CN([P+](Br)(N2CCCC2)N2CCCC2)CC1.F[P-](F)(F)(F)(F)F.CCN(C(C)C)C(C)C. The catalyst is C(Cl)(Cl)Cl. The yield is 0.310. The product is [Br:1][C:2]1[CH:3]=[N:4][N:5]([CH3:16])[C:6]=1[C:7]1[CH:8]=[C:9]([C:13]([NH:17][C@@H:18]([CH2:31][C:32]2[CH:33]=[CH:34][C:35]([F:38])=[CH:36][CH:37]=2)[CH2:19][N:20]2[C:28](=[O:29])[C:27]3[C:22](=[CH:23][CH:24]=[CH:25][CH:26]=3)[C:21]2=[O:30])=[O:15])[S:10][C:11]=1[Cl:12]. (5) The reactants are O1CCCC1.[F:6][C:7]1[CH:12]=[C:11]([O:13][CH2:14][C:15]2[CH:20]=[CH:19][C:18]([F:21])=[CH:17][N:16]=2)[CH:10]=[CH:9][C:8]=1[CH2:22][C:23](Cl)=[N:24][OH:25].[C:27]([C:29]1[C:30]([NH2:35])=[N:31][CH:32]=[CH:33][CH:34]=1)#[CH:28].C(N(CC)CC)C. The catalyst is O. The product is [F:6][C:7]1[CH:12]=[C:11]([O:13][CH2:14][C:15]2[CH:20]=[CH:19][C:18]([F:21])=[CH:17][N:16]=2)[CH:10]=[CH:9][C:8]=1[CH2:22][C:23]1[CH:28]=[C:27]([C:29]2[C:30]([NH2:35])=[N:31][CH:32]=[CH:33][CH:34]=2)[O:25][N:24]=1. The yield is 0.239.